Dataset: Forward reaction prediction with 1.9M reactions from USPTO patents (1976-2016). Task: Predict the product of the given reaction. (1) Given the reactants F[C:2]1[CH:7]=[CH:6][CH:5]=[CH:4][C:3]=1[CH:8]1[CH2:13][CH2:12][CH2:11][N:10]([C:14]([C:16]2[CH:21]=[CH:20][N:19]=[C:18]([N:22]([CH3:24])[CH3:23])[CH:17]=2)=[O:15])[CH2:9]1.Cl.[CH3:26]C1C=CC=CC=1C1CCCNC1.CN(C)C1C=C(C=CN=1)C(O)=O, predict the reaction product. The product is: [CH3:23][N:22]([CH3:24])[C:18]1[CH:17]=[C:16]([C:14]([N:10]2[CH2:11][CH2:12][CH2:13][CH:8]([C:3]3[CH:4]=[CH:5][CH:6]=[CH:7][C:2]=3[CH3:26])[CH2:9]2)=[O:15])[CH:21]=[CH:20][N:19]=1. (2) Given the reactants [CH3:1][N:2]1[CH:6]=[C:5]([C:7]2[N:12]=[C:11]([C:13]3[CH:14]=[N:15][N:16]([C:18]4([CH3:22])[CH2:21][NH:20][CH2:19]4)[CH:17]=3)[N:10]3[CH:23]=[CH:24][N:25]=[C:9]3[CH:8]=2)[CH:4]=[N:3]1.[F:26][C:27]([F:40])([F:39])[S:28](O[S:28]([C:27]([F:40])([F:39])[F:26])(=[O:30])=[O:29])(=[O:30])=[O:29], predict the reaction product. The product is: [CH3:22][C:18]1([N:16]2[CH:17]=[C:13]([C:11]3[N:10]4[CH:23]=[CH:24][N:25]=[C:9]4[CH:8]=[C:7]([C:5]4[CH:4]=[N:3][N:2]([CH3:1])[CH:6]=4)[N:12]=3)[CH:14]=[N:15]2)[CH2:21][N:20]([S:28]([C:27]([F:40])([F:39])[F:26])(=[O:30])=[O:29])[CH2:19]1.